From a dataset of Peptide-MHC class I binding affinity with 185,985 pairs from IEDB/IMGT. Regression. Given a peptide amino acid sequence and an MHC pseudo amino acid sequence, predict their binding affinity value. This is MHC class I binding data. (1) The peptide sequence is YMKKRYEEF. The MHC is HLA-B08:01 with pseudo-sequence HLA-B08:01. The binding affinity (normalized) is 0.787. (2) The peptide sequence is VILQNPFLL. The MHC is H-2-Db with pseudo-sequence H-2-Db. The binding affinity (normalized) is 0.715. (3) The peptide sequence is FLWTQSLRR. The MHC is HLA-A31:01 with pseudo-sequence HLA-A31:01. The binding affinity (normalized) is 0.295. (4) The peptide sequence is ELKRQLADL. The MHC is HLA-B39:01 with pseudo-sequence HLA-B39:01. The binding affinity (normalized) is 0.0847.